This data is from Forward reaction prediction with 1.9M reactions from USPTO patents (1976-2016). The task is: Predict the product of the given reaction. Given the reactants Br[C:2]1[CH:20]=[CH:19][C:5]2[N:6]=[C:7]([C@H:9]3[CH2:12][C@H:11]([N:13]4[CH2:17][CH2:16][CH2:15][C@H:14]4[CH3:18])[CH2:10]3)[S:8][C:4]=2[CH:3]=1.CC1(C)C(C)(C)OB([C:29]2[CH:30]=[N:31][C:32]3[C:37]([CH:38]=2)=[CH:36][CH:35]=[CH:34][CH:33]=3)O1.N1C=C(B(O)O)C=NC=1, predict the reaction product. The product is: [CH3:18][C@H:14]1[CH2:15][CH2:16][CH2:17][N:13]1[C@H:11]1[CH2:12][C@H:9]([C:7]2[S:8][C:4]3[CH:3]=[C:2]([C:29]4[CH:30]=[N:31][C:32]5[C:37]([CH:38]=4)=[CH:36][CH:35]=[CH:34][CH:33]=5)[CH:20]=[CH:19][C:5]=3[N:6]=2)[CH2:10]1.